This data is from Reaction yield outcomes from USPTO patents with 853,638 reactions. The task is: Predict the reaction yield, written as a fraction of the theoretical maximum amount of product (1.0 means a 100% yield; for example, 0.34 means a 34% yield). (1) The reactants are [Cl-].O[NH3+:3].[C:4](=[O:7])([O-])[OH:5].[Na+].CS(C)=O.[CH3:13][C:14]1[N:15]=[C:16]([CH2:43][CH2:44][CH3:45])[N:17]([CH2:28][C:29]2[CH:34]=[CH:33][C:32]([C:35]3[C:36]([C:41]#[N:42])=[CH:37][CH:38]=[CH:39][CH:40]=3)=[CH:31][CH:30]=2)[C:18](=[O:27])[C:19]=1[O:20][C:21]1[CH:26]=[CH:25][CH:24]=[CH:23][CH:22]=1. The catalyst is C(OCC)(=O)C. The product is [CH3:13][C:14]1[N:15]=[C:16]([CH2:43][CH2:44][CH3:45])[N:17]([CH2:28][C:29]2[CH:34]=[CH:33][C:32]([C:35]3[CH:40]=[CH:39][CH:38]=[CH:37][C:36]=3[C:41]3[NH:3][C:4](=[O:7])[O:5][N:42]=3)=[CH:31][CH:30]=2)[C:18](=[O:27])[C:19]=1[O:20][C:21]1[CH:22]=[CH:23][CH:24]=[CH:25][CH:26]=1. The yield is 0.190. (2) The reactants are Cl[C:2]1[N:3]=[C:4]([C:10]2[CH:11]=[N:12][CH:13]=[CH:14][CH:15]=2)[S:5][C:6]=1[N+:7]([O-:9])=[O:8].[CH3:16][S-:17].[Na+]. The catalyst is O1CCOCC1.C(OCC)(=O)C. The product is [CH3:16][S:17][C:2]1[N:3]=[C:4]([C:10]2[CH:11]=[N:12][CH:13]=[CH:14][CH:15]=2)[S:5][C:6]=1[N+:7]([O-:9])=[O:8]. The yield is 0.680. (3) The reactants are [OH:1][C:2]1[N:3]=[C:4]2[CH:14]=[C:13]([O:15][CH2:16][C:17]3[S:18][CH:19]=[C:20]([CH:22]([CH3:24])[CH3:23])[N:21]=3)[CH:12]=[CH:11][N:5]2[C:6](=[O:10])[C:7]=1[CH:8]=O.CN(C)C=O.[C:30]([O:34][C:35]([CH:37]=P(C1C=CC=CC=1)(C1C=CC=CC=1)C1C=CC=CC=1)=[O:36])([CH3:33])([CH3:32])[CH3:31]. The catalyst is O1CCCC1. The product is [OH:1][C:2]1[N:3]=[C:4]2[CH:14]=[C:13]([O:15][CH2:16][C:17]3[S:18][CH:19]=[C:20]([CH:22]([CH3:24])[CH3:23])[N:21]=3)[CH:12]=[CH:11][N:5]2[C:6](=[O:10])[C:7]=1/[CH:8]=[CH:37]/[C:35]([O:34][C:30]([CH3:31])([CH3:32])[CH3:33])=[O:36]. The yield is 0.620.